This data is from Reaction yield outcomes from USPTO patents with 853,638 reactions. The task is: Predict the reaction yield, written as a fraction of the theoretical maximum amount of product (1.0 means a 100% yield; for example, 0.34 means a 34% yield). (1) The catalyst is CCCCCC. The yield is 0.540. The product is [CH3:1][O:2][C:3]1[CH:4]=[C:5]([CH:11]2[CH2:12][CH2:13][N:14]([C:18]3[C:19]([CH3:38])=[C:20]([CH3:37])[C:21]4[O:25][C:24]([CH3:27])([CH3:26])[C@H:23]([C:28]5[CH:33]=[CH:32][C:31]([CH3:34])=[CH:30][CH:29]=5)[C:22]=4[C:35]=3[CH3:36])[CH2:15][CH2:16]2)[CH:6]=[CH:7][C:8]=1[O:9][CH3:10]. The reactants are [CH3:1][O:2][C:3]1[CH:4]=[C:5]([CH:11]2[CH2:16][C:15](=O)[N:14]([C:18]3[C:19]([CH3:38])=[C:20]([CH3:37])[C:21]4[O:25][C:24]([CH3:27])([CH3:26])[C@H:23]([C:28]5[CH:33]=[CH:32][C:31]([CH3:34])=[CH:30][CH:29]=5)[C:22]=4[C:35]=3[CH3:36])[C:13](=O)[CH2:12]2)[CH:6]=[CH:7][C:8]=1[O:9][CH3:10]. (2) The reactants are [C:1]([O:5][C:6]([NH:8][CH:9]1[CH2:14][CH2:13][CH2:12][CH:11]([C:15]([OH:17])=O)[CH2:10]1)=[O:7])([CH3:4])([CH3:3])[CH3:2].C(N(CC)CC)C.F[P-](F)(F)(F)(F)F.N1(O[P+](N2CCCC2)(N2CCCC2)N2CCCC2)C2C=CC=CC=2N=N1.Cl.[CH3:59][NH:60][O:61][CH3:62]. The catalyst is C(Cl)Cl. The product is [CH3:62][O:61][N:60]([CH3:59])[C:15]([CH:11]1[CH2:12][CH2:13][CH2:14][CH:9]([NH:8][C:6](=[O:7])[O:5][C:1]([CH3:2])([CH3:3])[CH3:4])[CH2:10]1)=[O:17]. The yield is 0.920. (3) The reactants are [NH2:1][CH2:2][CH:3]1[CH2:8][CH2:7][N:6]([C:9]2[N:13]([CH3:14])[N:12]=[CH:11][C:10]=2[NH2:15])[CH2:5][CH2:4]1.C(OC([NH:23][C:24]1[S:28][C:27]([CH:29]2[CH2:32][CH2:31][CH2:30]2)=[N:26][C:25]=1[C:33](O)=[O:34])=O)(C)(C)C. No catalyst specified. The product is [NH2:23][C:24]1[S:28][C:27]([CH:29]2[CH2:32][CH2:31][CH2:30]2)=[N:26][C:25]=1[C:33]([NH:15][C:10]1[CH:11]=[N:12][N:13]([CH3:14])[C:9]=1[N:6]1[CH2:7][CH2:8][CH:3]([CH2:2][NH2:1])[CH2:4][CH2:5]1)=[O:34]. The yield is 0.370. (4) The yield is 0.600. The reactants are [C:1]([NH:5][C:6]1[C:7]([CH3:20])=[N:8][C:9]2[C:14]([N:15]=1)=[C:13]([C:16](=[O:18])[CH3:17])[C:12]([F:19])=[CH:11][CH:10]=2)([CH3:4])([CH3:3])[CH3:2].BrC1C(F)=CC=C2C=1N=C(NC1(C)CC1)C(C)=N2. The product is [F:19][C:12]1[C:13]([C:16](=[O:18])[CH3:17])=[C:14]2[C:9](=[CH:10][CH:11]=1)[N:8]=[C:7]([CH3:20])[C:6]([NH:5][C:1]1([CH3:4])[CH2:3][CH2:2]1)=[N:15]2. No catalyst specified. (5) The reactants are BrC1C(C)=CC(O)=CC=1[Cl:10].[Br:11][C:12]1[C:26]([CH3:27])=[CH:25][C:15]([O:16][CH2:17][O:18][CH2:19][CH2:20][Si:21]([CH3:24])([CH3:23])[CH3:22])=[C:14](OC)[CH:13]=1. No catalyst specified. The product is [Br:11][C:12]1[C:26]([CH3:27])=[CH:25][C:15]([O:16][CH2:17][O:18][CH2:19][CH2:20][Si:21]([CH3:24])([CH3:23])[CH3:22])=[C:14]([Cl:10])[CH:13]=1. The yield is 0.830. (6) The catalyst is CN1CCCC1=O.ClCCl.[Cu]I. The product is [O:24]([C:2]1[CH:11]=[C:10]2[C:5]([CH:6]=[C:7]([NH:12][C:13]([CH:15]3[CH2:17][CH2:16]3)=[O:14])[N:8]=[CH:9]2)=[CH:4][CH:3]=1)[C:18]1[CH:23]=[CH:22][CH:21]=[CH:20][CH:19]=1. The reactants are Br[C:2]1[CH:11]=[C:10]2[C:5]([CH:6]=[C:7]([NH:12][C:13]([CH:15]3[CH2:17][CH2:16]3)=[O:14])[N:8]=[CH:9]2)=[CH:4][CH:3]=1.[C:18]1([OH:24])[CH:23]=[CH:22][CH:21]=[CH:20][CH:19]=1.CC1C=NC2C(C=1C)=CC=C1C=2N=CC(C)=C1C.C(=O)([O-])[O-].[Cs+].[Cs+]. The yield is 0.260. (7) The reactants are C[O:2][C:3](=[O:14])[C:4]1[CH:9]=[CH:8][CH:7]=[C:6]([C:10](=[NH:13])[NH:11][OH:12])[CH:5]=1.C(N(C(C)C)CC)(C)C.[F:24][C:25]1[CH:33]=[CH:32][CH:31]=[CH:30][C:26]=1[C:27](Cl)=O. The catalyst is C1COCC1. The product is [F:24][C:25]1[CH:33]=[CH:32][CH:31]=[CH:30][C:26]=1[C:27]1[O:12][N:11]=[C:10]([C:6]2[CH:5]=[C:4]([CH:9]=[CH:8][CH:7]=2)[C:3]([OH:2])=[O:14])[N:13]=1. The yield is 0.830. (8) The reactants are [N+:1]([C:4]1[CH:5]=[CH:6][C:7]2[NH:12][C:11](=[O:13])[CH2:10][O:9][C:8]=2[CH:14]=1)([O-:3])=[O:2].Cl.Cl[CH2:17][CH2:18][N:19]([CH3:21])[CH3:20].C([O-])([O-])=O.[K+].[K+]. The catalyst is CN(C=O)C.O. The product is [CH3:20][N:19]([CH3:21])[CH2:18][CH2:17][N:12]1[C:11](=[O:13])[CH2:10][O:9][C:8]2[CH:14]=[C:4]([N+:1]([O-:3])=[O:2])[CH:5]=[CH:6][C:7]1=2. The yield is 0.760. (9) The reactants are [CH3:1][O:2][C:3]1[CH:4]=[CH:5][C:6]([CH3:37])=[C:7]([N:9]2[CH2:14][CH2:13][CH:12]([O:15][C:16]3[CH:21]=[CH:20][C:19]([N:22]4[C@@H:26]([CH2:27][C:28]([O:30]C)=[O:29])[C@H:25]([CH3:32])[C:24]([C:33]([F:36])([F:35])[F:34])=[N:23]4)=[CH:18][CH:17]=3)[CH2:11][CH2:10]2)[CH:8]=1.[Li+].[OH-].Cl. The catalyst is C1COCC1. The product is [CH3:1][O:2][C:3]1[CH:4]=[CH:5][C:6]([CH3:37])=[C:7]([N:9]2[CH2:14][CH2:13][CH:12]([O:15][C:16]3[CH:17]=[CH:18][C:19]([N:22]4[C@@H:26]([CH2:27][C:28]([OH:30])=[O:29])[C@H:25]([CH3:32])[C:24]([C:33]([F:36])([F:35])[F:34])=[N:23]4)=[CH:20][CH:21]=3)[CH2:11][CH2:10]2)[CH:8]=1. The yield is 0.710.